The task is: Regression. Given a peptide amino acid sequence and an MHC pseudo amino acid sequence, predict their binding affinity value. This is MHC class II binding data.. This data is from Peptide-MHC class II binding affinity with 134,281 pairs from IEDB. (1) The peptide sequence is WFLPSIRAANVMAAS. The MHC is DRB1_0801 with pseudo-sequence DRB1_0801. The binding affinity (normalized) is 0.706. (2) The peptide sequence is GRWDGEEEVQLIAAV. The MHC is HLA-DQA10501-DQB10302 with pseudo-sequence HLA-DQA10501-DQB10302. The binding affinity (normalized) is 0.317. (3) The peptide sequence is TAMDVVYALKRQGRT. The MHC is DRB1_0101 with pseudo-sequence DRB1_0101. The binding affinity (normalized) is 0.275. (4) The peptide sequence is GAEVHIGNGGPCLFM. The MHC is DRB1_0701 with pseudo-sequence DRB1_0701. The binding affinity (normalized) is 0.245. (5) The peptide sequence is EIDIEDQEYQRLIHS. The MHC is DRB1_0101 with pseudo-sequence DRB1_0101. The binding affinity (normalized) is 0.463.